Dataset: TCR-epitope binding with 47,182 pairs between 192 epitopes and 23,139 TCRs. Task: Binary Classification. Given a T-cell receptor sequence (or CDR3 region) and an epitope sequence, predict whether binding occurs between them. (1) The epitope is FVRATATIPI. The TCR CDR3 sequence is CASSHPGWDEQYF. Result: 0 (the TCR does not bind to the epitope). (2) The epitope is FLNRFTTTL. The TCR CDR3 sequence is CASSDNPLDGTYEQYF. Result: 1 (the TCR binds to the epitope). (3) The epitope is YLQPRTFLL. The TCR CDR3 sequence is CASREGNTGELFF. Result: 1 (the TCR binds to the epitope). (4) The epitope is SFHSLHLLF. The TCR CDR3 sequence is CASSPGSGGLYEQFF. Result: 1 (the TCR binds to the epitope). (5) The epitope is IVTDFSVIK. The TCR CDR3 sequence is CAWSVYGGGRDEQFF. Result: 1 (the TCR binds to the epitope). (6) The epitope is KPLEFGATSAAL. The TCR CDR3 sequence is CASSDTGGGWSDTQYF. Result: 1 (the TCR binds to the epitope). (7) The epitope is ISPRTLNAW. The TCR CDR3 sequence is CSVEMEGNKNIQYF. Result: 0 (the TCR does not bind to the epitope). (8) The epitope is KLMNIQQKL. The TCR CDR3 sequence is CAWSVAGGHEQYF. Result: 1 (the TCR binds to the epitope). (9) The epitope is PROT_97E67BCC. The TCR CDR3 sequence is CASSQVAGGTATQYF. Result: 1 (the TCR binds to the epitope). (10) The epitope is IPSINVHHY. The TCR CDR3 sequence is CASSPTTAYEQYF. Result: 1 (the TCR binds to the epitope).